This data is from Peptide-MHC class I binding affinity with 185,985 pairs from IEDB/IMGT. The task is: Regression. Given a peptide amino acid sequence and an MHC pseudo amino acid sequence, predict their binding affinity value. This is MHC class I binding data. The peptide sequence is DPVIYDSKF. The MHC is HLA-B53:01 with pseudo-sequence HLA-B53:01. The binding affinity (normalized) is 0.493.